Dataset: Catalyst prediction with 721,799 reactions and 888 catalyst types from USPTO. Task: Predict which catalyst facilitates the given reaction. (1) Product: [F:1][C:2]([F:17])([F:18])[CH2:3][CH2:4][CH:5]([NH:8][CH:9]([C:11]1[CH:12]=[CH:13][CH:14]=[CH:15][CH:16]=1)[CH3:10])[C:6]([NH2:7])=[O:20]. Reactant: [F:1][C:2]([F:18])([F:17])[CH2:3][CH2:4][CH:5]([NH:8][CH:9]([C:11]1[CH:16]=[CH:15][CH:14]=[CH:13][CH:12]=1)[CH3:10])[C:6]#[N:7].S(=O)(=O)(O)[OH:20].N. The catalyst class is: 4. (2) Reactant: C([O:3][C:4]([C:6]1([NH:15][C:16](=[O:30])[C:17]2[CH:22]=[CH:21][CH:20]=[C:19]([CH3:23])[C:18]=2[C:24]([CH2:28][CH3:29])=[CH:25][CH2:26][CH3:27])[CH2:14][C:13]2[C:8](=[CH:9][CH:10]=[CH:11][CH:12]=2)[CH2:7]1)=[O:5])C.[OH-].[K+].O. Product: [CH2:28]([C:24]([C:18]1[C:19]([CH3:23])=[CH:20][CH:21]=[CH:22][C:17]=1[C:16]([NH:15][C:6]1([C:4]([OH:5])=[O:3])[CH2:14][C:13]2[C:8](=[CH:9][CH:10]=[CH:11][CH:12]=2)[CH2:7]1)=[O:30])=[CH:25][CH2:26][CH3:27])[CH3:29]. The catalyst class is: 14. (3) Reactant: [CH:1]([C:4]1[C:8]([CH2:9][CH2:10][CH2:11][OH:12])=[CH:7][N:6]([C:13]2[CH:18]=[CH:17][C:16]([C:19]([F:22])([F:21])[F:20])=[CH:15][N:14]=2)[N:5]=1)([CH3:3])[CH3:2].[F:23][C:24]1[C:25](O)=[C:26]([CH2:30][C:31]([O:33]C)=[O:32])[CH:27]=[CH:28][CH:29]=1.C(P(CCCC)CCCC)CCC.N(C(N1CCCCC1)=O)=NC(N1CCCCC1)=O. Product: [F:23][C:24]1[C:25]([O:12][CH2:11][CH2:10][CH2:9][C:8]2[C:4]([CH:1]([CH3:3])[CH3:2])=[N:5][N:6]([C:13]3[CH:18]=[CH:17][C:16]([C:19]([F:21])([F:20])[F:22])=[CH:15][N:14]=3)[CH:7]=2)=[C:26]([CH2:30][C:31]([OH:33])=[O:32])[CH:27]=[CH:28][CH:29]=1. The catalyst class is: 7. (4) Reactant: C[O:2][C:3]([C:5]1[S:6][C:7]([C:20]2[CH:25]=[CH:24][CH:23]=[CH:22][CH:21]=2)=[CH:8][C:9]=1[NH:10][CH2:11][C:12]1[CH:17]=[CH:16][C:15]([Cl:18])=[CH:14][C:13]=1[Cl:19])=[O:4]. Product: [Cl:19][C:13]1[CH:14]=[C:15]([Cl:18])[CH:16]=[CH:17][C:12]=1[CH2:11][NH:10][C:9]1[CH:8]=[C:7]([C:20]2[CH:21]=[CH:22][CH:23]=[CH:24][CH:25]=2)[S:6][C:5]=1[C:3]([OH:4])=[O:2]. The catalyst class is: 87. (5) Reactant: [Cl:1][C:2]1[CH:3]=[C:4]2[O:8][C:7]([C:9]3[CH:13]=[CH:12][S:11][CH:10]=3)=[N:6][C:5]2=[C:14]([C:16]([OH:18])=O)[CH:15]=1.Cl.Cl.[NH2:21][C@H:22]1[CH:27]2[CH2:28][CH2:29][N:24]([CH2:25][CH2:26]2)[CH2:23]1.Cl.C(N=C=NCCCN(C)C)C.ON1C2C=CC=CC=2N=N1.C(N(CC)CC)C. Product: [N:24]12[CH2:29][CH2:28][CH:27]([CH2:26][CH2:25]1)[C@H:22]([NH:21][C:16]([C:14]1[CH:15]=[C:2]([Cl:1])[CH:3]=[C:4]3[O:8][C:7]([C:9]4[CH:13]=[CH:12][S:11][CH:10]=4)=[N:6][C:5]=13)=[O:18])[CH2:23]2. The catalyst class is: 174. (6) Reactant: [CH2:1]([O:8][C:9](=[O:23])[C@H:10]([CH2:19][C:20]([OH:22])=O)[NH:11][C:12]([O:14][C:15]([CH3:18])([CH3:17])[CH3:16])=[O:13])[C:2]1[CH:7]=[CH:6][CH:5]=[CH:4][CH:3]=1.CCN=C=NCCCN(C)C.Cl.[CH:36]1[CH:37]=[CH:38][C:39]2[N:44](O)N=[N:42][C:40]=2[CH:41]=1.C1(N)C=CC=CC=1N. Product: [CH2:1]([O:8][C:9](=[O:23])[C@@H:10]([NH:11][C:12]([O:14][C:15]([CH3:16])([CH3:17])[CH3:18])=[O:13])[CH2:19][C:20](=[O:22])[NH:42][C:40]1[CH:41]=[CH:36][CH:37]=[CH:38][C:39]=1[NH2:44])[C:2]1[CH:3]=[CH:4][CH:5]=[CH:6][CH:7]=1. The catalyst class is: 22. (7) Reactant: [F:1][C:2]([F:44])([F:43])[C:3]1[CH:4]=[C:5]([CH:40]=[CH:41][CH:42]=1)[CH2:6][NH:7][C:8]([C:10]1[CH:15]=[CH:14][N:13]=[C:12]([C:16]2[CH:21]=[C:20]([N:22]3[CH2:27][CH2:26][CH2:25][CH2:24][CH2:23]3)[CH:19]=[CH:18][C:17]=2[NH:28][C:29]([C:31]2[CH:32]=[C:33]([CH:37]=[CH:38][CH:39]=2)[C:34](O)=[O:35])=[O:30])[CH:11]=1)=[O:9].CCN=C=NCCCN(C)C.Cl.[CH3:57][O:58][CH2:59][CH2:60][NH:61][C:62](=[O:67])[CH2:63][CH2:64][NH:65][CH3:66]. Product: [F:44][C:2]([F:1])([F:43])[C:3]1[CH:4]=[C:5]([CH:40]=[CH:41][CH:42]=1)[CH2:6][NH:7][C:8]([C:10]1[CH:15]=[CH:14][N:13]=[C:12]([C:16]2[CH:21]=[C:20]([N:22]3[CH2:23][CH2:24][CH2:25][CH2:26][CH2:27]3)[CH:19]=[CH:18][C:17]=2[NH:28][C:29](=[O:30])[C:31]2[CH:39]=[CH:38][CH:37]=[C:33]([C:34]([N:65]([CH2:64][CH2:63][C:62]([NH:61][CH2:60][CH2:59][O:58][CH3:57])=[O:67])[CH3:66])=[O:35])[CH:32]=2)[CH:11]=1)=[O:9]. The catalyst class is: 112.